Dataset: Forward reaction prediction with 1.9M reactions from USPTO patents (1976-2016). Task: Predict the product of the given reaction. (1) Given the reactants [C:1]([N:4]1[CH2:9][CH2:8][C:7]2[N:10]=[C:11]([C:13]3[CH:18]=[CH:17][C:16]([O:19][CH2:20][CH2:21][CH2:22]Cl)=[CH:15][CH:14]=3)[S:12][C:6]=2[CH2:5]1)(=[O:3])[CH3:2].C(=O)([O-])[O-].[K+].[K+].[I-].[Na+].Cl.[NH:33]1[CH2:47][CH2:46][CH2:45][C@H:34]1[C:35]([O:37][CH2:38][C:39]1[CH:44]=[CH:43][CH:42]=[CH:41][CH:40]=1)=[O:36], predict the reaction product. The product is: [C:1]([N:4]1[CH2:9][CH2:8][C:7]2[N:10]=[C:11]([C:13]3[CH:18]=[CH:17][C:16]([O:19][CH2:20][CH2:21][CH2:22][N:33]4[CH2:47][CH2:46][CH2:45][C@H:34]4[C:35]([O:37][CH2:38][C:39]4[CH:44]=[CH:43][CH:42]=[CH:41][CH:40]=4)=[O:36])=[CH:15][CH:14]=3)[S:12][C:6]=2[CH2:5]1)(=[O:3])[CH3:2]. (2) The product is: [CH:10]([N:9]([CH2:12][CH:13]1[C:18](=[O:19])[N:17]([CH2:20][C:21]([NH:23][CH2:24][CH2:25][CH3:26])=[O:22])[C:16]2[CH:27]=[CH:28][CH:29]=[CH:30][C:15]=2[S:14]1)[OH:8])=[O:11]. Given the reactants C([O:8][N:9]([CH2:12][CH:13]1[C:18](=[O:19])[N:17]([CH2:20][C:21]([NH:23][CH2:24][CH2:25][CH3:26])=[O:22])[C:16]2[CH:27]=[CH:28][CH:29]=[CH:30][C:15]=2[S:14]1)[CH:10]=[O:11])C1C=CC=CC=1.C1CC=CCC=1, predict the reaction product. (3) Given the reactants C[N:2]([CH3:11])[C:3]1[CH:10]=[CH:9][C:6](C=O)=[CH:5][CH:4]=1.Cl.[CH2:13](O)C, predict the reaction product. The product is: [NH:2]1[C:3]2[C:4](=[CH:5][CH:6]=[CH:9][CH:10]=2)[CH:13]=[CH:11]1. (4) Given the reactants [Cl:1][C:2]1[CH:3]=[C:4]([NH:9][C:10]2[C:19]3[C:14](=[CH:15][C:16]([O:21][CH3:22])=[C:17]([OH:20])[CH:18]=3)[N:13]=[CH:12][N:11]=2)[CH:5]=[CH:6][C:7]=1[F:8].Cl[CH2:24][CH2:25][CH2:26][N:27]1[CH2:32][CH2:31][O:30][CH2:29][CH2:28]1.C([O-])([O-])=O.[K+].[K+].Cl, predict the reaction product. The product is: [CH3:22][O:21][C:16]1[CH:15]=[C:14]2[N:13]=[CH:12][N:11]=[C:10]([NH:9][C:4]3[CH:5]=[CH:6][C:7]([F:8])=[C:2]([Cl:1])[CH:3]=3)[C:19]2=[CH:18][C:17]=1[O:20][CH2:24][CH2:25][CH2:26][N:27]1[CH2:32][CH2:31][O:30][CH2:29][CH2:28]1.